This data is from Forward reaction prediction with 1.9M reactions from USPTO patents (1976-2016). The task is: Predict the product of the given reaction. Given the reactants [N:1]1[CH:6]=[CH:5][CH:4]=[C:3]([NH2:7])[CH:2]=1.[Br:8][C:9]1[CH:10]=[CH:11][C:12]([O:18][CH2:19][C:20]2[CH:25]=[CH:24][CH:23]=[CH:22][C:21]=2[F:26])=[C:13]([CH:17]=1)[C:14](O)=[O:15].C(Cl)CCl.C1C=CC2N(O)N=NC=2C=1, predict the reaction product. The product is: [Br:8][C:9]1[CH:10]=[CH:11][C:12]([O:18][CH2:19][C:20]2[CH:25]=[CH:24][CH:23]=[CH:22][C:21]=2[F:26])=[C:13]([CH:17]=1)[C:14]([NH:7][C:3]1[CH:2]=[N:1][CH:6]=[CH:5][CH:4]=1)=[O:15].